Dataset: Catalyst prediction with 721,799 reactions and 888 catalyst types from USPTO. Task: Predict which catalyst facilitates the given reaction. Reactant: [NH2:1][C:2]1[C:10]2[C:9]([C:11]3[CH:16]=[CH:15][C:14]([Cl:17])=[C:13]([Cl:18])[CH:12]=3)=[N:8][C:7](S(C)=O)=[N:6][C:5]=2[S:4][C:3]=1[C:22]([NH2:24])=[O:23].[NH2:25][CH2:26][CH2:27][CH2:28][CH2:29][OH:30].C(N(CC)CC)C. Product: [NH2:1][C:2]1[C:10]2[C:9]([C:11]3[CH:16]=[CH:15][C:14]([Cl:17])=[C:13]([Cl:18])[CH:12]=3)=[N:8][C:7]([NH:25][CH2:26][CH2:27][CH2:28][CH2:29][OH:30])=[N:6][C:5]=2[S:4][C:3]=1[C:22]([NH2:24])=[O:23]. The catalyst class is: 1.